From a dataset of Peptide-MHC class II binding affinity with 134,281 pairs from IEDB. Regression. Given a peptide amino acid sequence and an MHC pseudo amino acid sequence, predict their binding affinity value. This is MHC class II binding data. (1) The MHC is HLA-DPA10301-DPB10402 with pseudo-sequence HLA-DPA10301-DPB10402. The peptide sequence is YTGRLSQAQLMPSPP. The binding affinity (normalized) is 0.209. (2) The peptide sequence is YDKFLANVSTVLTDK. The MHC is DRB1_0802 with pseudo-sequence DRB1_0802. The binding affinity (normalized) is 0.709. (3) The peptide sequence is RWFHERGYVKLEGRV. The MHC is DRB1_1101 with pseudo-sequence DRB1_1101. The binding affinity (normalized) is 0.545.